From a dataset of Experimentally validated miRNA-target interactions with 360,000+ pairs, plus equal number of negative samples. Binary Classification. Given a miRNA mature sequence and a target amino acid sequence, predict their likelihood of interaction. (1) The miRNA is hsa-miR-4485-5p with sequence ACCGCCUGCCCAGUGA. The protein sequence of the target gene is MGCRHSRLSSCKPPKKKRQEPEPEQPPRPEPHELGPLNGDTAITVQLCASEEAERHQKDITRILQQHEEEKKKWAQQVEKERELELRDRLDEQQRVLEGKNEEALQVLRASYEQEKEALTHSFREASSTQQETIDRLTSQLEAFQAKMKRVEESILSRNYKKHIQDYGSPSQFWEQELESLHFVIEMKNERIHELDRRLILMETVKEKNLILEEKITTLQQENEDLHVRSRNQVVLSRQLSEDLLLTREALEKEVQLRRQLQQEKEELLYRVLGANASPAFPLAPVTPTEVSFLAT. Result: 1 (interaction). (2) The miRNA is kshv-miR-K12-5-3p with sequence UAGGAUGCCUGGAACUUGCCGGU. The protein sequence of the target gene is MAGTGLVAGEVVVDALPYFDQGYEAPGVREAAAALVEEETRRYRPTKNYLSYLTAPDYSAFETDIMRNEFERLAARQPIELLSMKRYELPAPSSGQKNDITAWQECVNNSMAQLEHQAVRIENLELMSQHGCNAWKVYNENLVHMIEHAQKELQKLRKHIQDLNWQRKNMQLTAGSKLREMESNWVSLVSKNYEIERTIVQLENEIYQIKQQHGEANKENIRQDF. Result: 0 (no interaction).